From a dataset of Full USPTO retrosynthesis dataset with 1.9M reactions from patents (1976-2016). Predict the reactants needed to synthesize the given product. Given the product [I:8][C:5]1[CH:6]=[CH:7][C:2]([NH:1][C:19](=[O:20])[CH2:18][CH2:17][NH:16][C:14](=[O:15])[O:13][C:9]([CH3:10])([CH3:11])[CH3:12])=[N:3][CH:4]=1, predict the reactants needed to synthesize it. The reactants are: [NH2:1][C:2]1[CH:7]=[CH:6][C:5]([I:8])=[CH:4][N:3]=1.[C:9]([O:13][C:14]([NH:16][CH2:17][CH2:18][C:19](O)=[O:20])=[O:15])([CH3:12])([CH3:11])[CH3:10].CC1C=CC(S([O-])(=O)=O)=CC=1.C[N+]1(CCN=C=NC2CCCCC2)CCOCC1.